From a dataset of Peptide-MHC class I binding affinity with 185,985 pairs from IEDB/IMGT. Regression. Given a peptide amino acid sequence and an MHC pseudo amino acid sequence, predict their binding affinity value. This is MHC class I binding data. (1) The peptide sequence is TMLYNKMEF. The MHC is HLA-A30:01 with pseudo-sequence HLA-A30:01. The binding affinity (normalized) is 0.0847. (2) The peptide sequence is QEAYYRARAG. The MHC is HLA-B40:01 with pseudo-sequence HLA-B40:01. The binding affinity (normalized) is 0.127. (3) The peptide sequence is HTQAIEGAW. The MHC is HLA-A03:01 with pseudo-sequence HLA-A03:01. The binding affinity (normalized) is 0.0847. (4) The peptide sequence is FQPQNGMFI. The MHC is H-2-Kb with pseudo-sequence H-2-Kb. The binding affinity (normalized) is 0.0258. (5) The peptide sequence is FTNKLINGY. The MHC is HLA-B39:01 with pseudo-sequence HLA-B39:01. The binding affinity (normalized) is 0.0847. (6) The peptide sequence is KNNFWFWEY. The MHC is HLA-A02:03 with pseudo-sequence HLA-A02:03. The binding affinity (normalized) is 0.0847. (7) The peptide sequence is RLWNGRRCR. The MHC is HLA-A02:01 with pseudo-sequence HLA-A02:01. The binding affinity (normalized) is 0.0847. (8) The peptide sequence is TETKITFAL. The MHC is HLA-A24:02 with pseudo-sequence HLA-A24:02. The binding affinity (normalized) is 0.0894. (9) The peptide sequence is ILSPHNVVT. The MHC is HLA-B27:05 with pseudo-sequence HLA-B27:05. The binding affinity (normalized) is 0.0847. (10) The peptide sequence is ETTQALQLF. The MHC is HLA-A26:01 with pseudo-sequence HLA-A26:01. The binding affinity (normalized) is 0.945.